This data is from Reaction yield outcomes from USPTO patents with 853,638 reactions. The task is: Predict the reaction yield, written as a fraction of the theoretical maximum amount of product (1.0 means a 100% yield; for example, 0.34 means a 34% yield). (1) The reactants are C(OC(=O)[NH:7][CH:8]([CH2:20][C:21]1[CH:26]=[CH:25][C:24]([O:27][C:28]2[CH:33]=[CH:32][C:31]([CH2:34][CH2:35][C:36](=[O:39])[NH:37][OH:38])=[CH:30][CH:29]=2)=[CH:23][CH:22]=1)[C:9]([N:11]1[CH2:16][CH2:15][N:14]([C:17](=[O:19])[CH3:18])[CH2:13][CH2:12]1)=[O:10])(C)(C)C.C(Cl)[Cl:42]. No catalyst specified. The product is [ClH:42].[C:17]([N:14]1[CH2:15][CH2:16][N:11]([C:9](=[O:10])[CH:8]([NH2:7])[CH2:20][C:21]2[CH:22]=[CH:23][C:24]([O:27][C:28]3[CH:33]=[CH:32][C:31]([CH2:34][CH2:35][C:36]([NH:37][OH:38])=[O:39])=[CH:30][CH:29]=3)=[CH:25][CH:26]=2)[CH2:12][CH2:13]1)(=[O:19])[CH3:18]. The yield is 0.850. (2) The reactants are [CH2:1]([NH:3][C:4]([C:6]1[C:10](I)=[C:9]([C:12]2[CH:17]=[C:16]([Cl:18])[C:15]([O:19][CH2:20][C:21]3[CH:26]=[CH:25][CH:24]=[CH:23][CH:22]=3)=[CH:14][C:13]=2[O:27][CH2:28][C:29]2[CH:34]=[CH:33][CH:32]=[CH:31][CH:30]=2)[O:8][N:7]=1)=[O:5])[CH3:2].[C:35]([O-:38])(O)=O.[Na+].CN(C=O)C. The catalyst is CCOC(C)=O.Cl[Pd](Cl)([P](C1C=CC=CC=1)(C1C=CC=CC=1)C1C=CC=CC=1)[P](C1C=CC=CC=1)(C1C=CC=CC=1)C1C=CC=CC=1. The product is [CH2:1]([NH:3][C:4]([C:6]1[C:10]([C:12]2[CH:17]=[CH:16][C:15]([CH:35]=[O:38])=[CH:14][CH:13]=2)=[C:9]([C:12]2[CH:17]=[C:16]([Cl:18])[C:15]([O:19][CH2:20][C:21]3[CH:26]=[CH:25][CH:24]=[CH:23][CH:22]=3)=[CH:14][C:13]=2[O:27][CH2:28][C:29]2[CH:34]=[CH:33][CH:32]=[CH:31][CH:30]=2)[O:8][N:7]=1)=[O:5])[CH3:2]. The yield is 0.820. (3) The reactants are [C:1]1(CC[C@H](C2C=CC=C(OCCCC(=O)NOC(C)(C)C)C=2)O)[CH:6]=CC=C[CH:2]=1.[O:29]=[C:30]([N:38]1[CH2:43][CH2:42][CH2:41][CH2:40][C@H:39]1[C:44]([OH:46])=[O:45])[C:31](=[O:37])[C:32]([CH3:36])([CH3:35])[CH2:33][CH3:34].C1(N=C=NC2CCCCC2)CCCCC1. The catalyst is C(Cl)Cl.CN(C)C1C=CN=CC=1. The product is [CH3:36][C:32]([CH3:35])([CH2:33][CH3:34])[C:31](=[O:37])[C:30]([N:38]1[CH2:43][CH2:42][CH2:41][CH2:40][C@H:39]1[C:44]([O:46][CH2:2][CH2:1][CH3:6])=[O:45])=[O:29]. The yield is 0.840. (4) The reactants are [CH3:1][O:2][C:3]([NH:5][C@H:6]([C:10]1[CH:15]=[CH:14][CH:13]=[CH:12][CH:11]=1)[C:7]([OH:9])=O)=[O:4].CN(C(ON1N=NC2C=CC=NC1=2)=[N+](C)C)C.F[P-](F)(F)(F)(F)F.CCN(C(C)C)C(C)C.Cl.[O:50]=[C:51]1[CH:62]2[C:63]3[N:55]([CH:56]=[CH:57][C:58]=3[CH2:59][CH2:60][C@@H:61]2[NH:64][C:65](=[O:68])[O:66][CH3:67])[CH2:54][C@@H:53]([C:69]2[NH:70][C:71]([C:74]3[CH:79]=[CH:78][C:77]([C:80]4[CH:89]=[N:88][C:87]5[C:82](=[CH:83][CH:84]=[C:85]([C:90]6[NH:94][C:93]([C@@H:95]7[CH2:99][CH2:98][CH2:97][NH:96]7)=[N:92][CH:91]=6)[CH:86]=5)[N:81]=4)=[CH:76][CH:75]=3)=[CH:72][N:73]=2)[CH2:52]1. The catalyst is CN(C=O)C. The product is [CH3:67][O:66][C:65](=[O:68])[NH:64][C@@H:61]1[CH:62]2[C:51](=[O:50])[CH2:52][C@H:53]([C:69]3[NH:70][C:71]([C:74]4[CH:75]=[CH:76][C:77]([C:80]5[CH:89]=[N:88][C:87]6[C:82](=[CH:83][CH:84]=[C:85]([C:90]7[NH:94][C:93]([C@@H:95]8[CH2:99][CH2:98][CH2:97][N:96]8[C:7](=[O:9])[C@H:6]([NH:5][C:3]([O:2][CH3:1])=[O:4])[C:10]8[CH:15]=[CH:14][CH:13]=[CH:12][CH:11]=8)=[N:92][CH:91]=7)[CH:86]=6)[N:81]=5)=[CH:78][CH:79]=4)=[CH:72][N:73]=3)[CH2:54][N:55]3[C:63]2=[C:58]([CH:57]=[CH:56]3)[CH2:59][CH2:60]1. The yield is 0.486. (5) The reactants are [F:1][C:2]1[CH:3]=[C:4]([N:9]2[CH2:13][C@H:12]([CH2:14][N:15]3[CH:19]=[CH:18][N:17]=[N:16]3)[O:11][C:10]2=[O:20])[CH:5]=[CH:6][C:7]=1I.[Si:21]([O:28][CH2:29][CH:30]1[O:34][N:33]=[C:32]([C:35]2[CH:40]=[CH:39][C:38]([Sn](C)(C)C)=[CH:37][C:36]=2[F:45])[CH2:31]1)([C:24]([CH3:27])([CH3:26])[CH3:25])([CH3:23])[CH3:22]. The catalyst is CN1CCCC1=O.[Cu]I.C1C=CC([P]([Pd]([P](C2C=CC=CC=2)(C2C=CC=CC=2)C2C=CC=CC=2)([P](C2C=CC=CC=2)(C2C=CC=CC=2)C2C=CC=CC=2)[P](C2C=CC=CC=2)(C2C=CC=CC=2)C2C=CC=CC=2)(C2C=CC=CC=2)C2C=CC=CC=2)=CC=1. The product is [Si:21]([O:28][CH2:29][CH:30]1[O:34][N:33]=[C:32]([C:35]2[CH:40]=[CH:39][C:38]([C:7]3[CH:6]=[CH:5][C:4]([N:9]4[CH2:13][C@H:12]([CH2:14][N:15]5[CH:19]=[CH:18][N:17]=[N:16]5)[O:11][C:10]4=[O:20])=[CH:3][C:2]=3[F:1])=[CH:37][C:36]=2[F:45])[CH2:31]1)([C:24]([CH3:27])([CH3:25])[CH3:26])([CH3:23])[CH3:22]. The yield is 0.660. (6) The reactants are [NH2:1][C:2]1[CH:3]=[C:4]([CH:7]=[C:8]([C:10]([F:13])([F:12])[F:11])[CH:9]=1)[C:5]#[N:6].Cl[C:15]1[CH:16]=[C:17]([N:26](CC2C=CC(OC)=CC=2)[CH2:27][CH2:28][O:29][CH3:30])[C:18]2[N:19]([C:21]([C:24]#[N:25])=[CH:22][N:23]=2)[N:20]=1.C(=O)([O-])[O-].[Cs+].[Cs+].CC1(C)C2C(=C(P(C3C=CC=CC=3)C3C=CC=CC=3)C=CC=2)OC2C(P(C3C=CC=CC=3)C3C=CC=CC=3)=CC=CC1=2.C([SiH](CC)CC)C.C(O)(C(F)(F)F)=O.Cl.CC#N. The catalyst is CC(N(C)C)=O.[Cu]I.C1C=CC(/C=C/C(/C=C/C2C=CC=CC=2)=O)=CC=1.C1C=CC(/C=C/C(/C=C/C2C=CC=CC=2)=O)=CC=1.C1C=CC(/C=C/C(/C=C/C2C=CC=CC=2)=O)=CC=1.[Pd].[Pd].CO. The product is [C:5]([C:4]1[CH:3]=[C:2]([NH:1][C:15]2[CH:16]=[C:17]([NH:26][CH2:27][CH2:28][O:29][CH3:30])[C:18]3[N:19]([C:21]([C:24]#[N:25])=[CH:22][N:23]=3)[N:20]=2)[CH:9]=[C:8]([C:10]([F:11])([F:12])[F:13])[CH:7]=1)#[N:6]. The yield is 0.673.